Dataset: Forward reaction prediction with 1.9M reactions from USPTO patents (1976-2016). Task: Predict the product of the given reaction. (1) Given the reactants [OH:1][C:2]1[CH:11]=[C:10]([O:12][CH2:13][CH2:14][CH2:15][C:16]([O:18]C)=[O:17])[CH:9]=[C:8]2[C:3]=1[C:4](=[O:29])[CH2:5][CH:6]([C:20]1[CH:25]=[CH:24][C:23]([O:26][CH3:27])=[C:22]([OH:28])[CH:21]=1)[O:7]2.[OH-].[Na+].C(O)(=O)CC(CC(O)=O)(C(O)=O)O, predict the reaction product. The product is: [OH:1][C:2]1[CH:11]=[C:10]([O:12][CH2:13][CH2:14][CH2:15][C:16]([OH:18])=[O:17])[CH:9]=[C:8]2[C:3]=1[C:4](=[O:29])[CH2:5][CH:6]([C:20]1[CH:25]=[CH:24][C:23]([O:26][CH3:27])=[C:22]([OH:28])[CH:21]=1)[O:7]2. (2) Given the reactants [CH3:1][CH:2]([OH:7])[CH2:3][CH2:4][CH:5]=[CH2:6].C(N(CC)CC)C.[CH3:15][S:16](Cl)(=[O:18])=[O:17], predict the reaction product. The product is: [CH3:15][S:16]([O:7][CH:2]([CH2:3][CH2:4][CH:5]=[CH2:6])[CH3:1])(=[O:18])=[O:17]. (3) Given the reactants I[CH:2]1[CH2:7][CH2:6][O:5][CH2:4][CH2:3]1.[Br:8][C:9]1[CH:14]=[CH:13][C:12]([SH:15])=[CH:11][CH:10]=1.C(=O)([O-])[O-].[K+].[K+], predict the reaction product. The product is: [Br:8][C:9]1[CH:14]=[CH:13][C:12]([S:15][CH:2]2[CH2:7][CH2:6][O:5][CH2:4][CH2:3]2)=[CH:11][CH:10]=1.